From a dataset of Reaction yield outcomes from USPTO patents with 853,638 reactions. Predict the reaction yield, written as a fraction of the theoretical maximum amount of product (1.0 means a 100% yield; for example, 0.34 means a 34% yield). (1) The reactants are [CH3:1][O:2][CH2:3][CH2:4][N:5]1[CH2:10][CH2:9][CH:8]([NH:11]C(=O)OC(C)(C)C)[CH2:7][CH2:6]1.FC(F)(F)C(O)=O. No catalyst specified. The product is [CH3:1][O:2][CH2:3][CH2:4][N:5]1[CH2:6][CH2:7][CH:8]([NH2:11])[CH2:9][CH2:10]1. The yield is 0.370. (2) The reactants are [Br:1][C:2]1[CH:7]=[CH:6][C:5]([CH2:8][CH2:9][NH2:10])=[CH:4][CH:3]=1.C(N(CC)CC)C.[C:18](O[C:18]([O:20][C:21]([CH3:24])([CH3:23])[CH3:22])=[O:19])([O:20][C:21]([CH3:24])([CH3:23])[CH3:22])=[O:19]. The product is [Br:1][C:2]1[CH:7]=[CH:6][C:5]([CH2:8][CH2:9][NH:10][C:18](=[O:19])[O:20][C:21]([CH3:24])([CH3:23])[CH3:22])=[CH:4][CH:3]=1. The catalyst is C(Cl)Cl. The yield is 0.750.